This data is from Forward reaction prediction with 1.9M reactions from USPTO patents (1976-2016). The task is: Predict the product of the given reaction. (1) Given the reactants [C:1]([N:8]1[CH2:13][CH2:12][CH2:11][CH:10]([OH:14])[CH2:9]1)([O:3][C:4]([CH3:7])([CH3:6])[CH3:5])=[O:2].[H-].[Na+].Cl[C:18]1[CH:23]=[C:22]([CH3:24])[N:21]=[C:20]([NH:25][C:26](=[NH:36])[NH:27][C:28]2[CH:33]=[CH:32][C:31]([Cl:34])=[C:30]([Cl:35])[CH:29]=2)[N:19]=1, predict the reaction product. The product is: [Cl:35][C:30]1[CH:29]=[C:28]([NH:27][C:26](=[NH:36])[NH:25][C:20]2[N:19]=[C:18]([O:14][CH:10]3[CH2:11][CH2:12][CH2:13][N:8]([C:1]([O:3][C:4]([CH3:7])([CH3:6])[CH3:5])=[O:2])[CH2:9]3)[CH:23]=[C:22]([CH3:24])[N:21]=2)[CH:33]=[CH:32][C:31]=1[Cl:34]. (2) Given the reactants C[O:2][C:3]([C@@H:5]1[CH2:7][C@H:6]1[C:8](=[O:17])[NH:9][CH:10]1[CH2:15][CH2:14][CH:13](C)[CH2:12][CH2:11]1)=[O:4].[OH-].[Na+].CO.O1CCOC[CH2:23]1, predict the reaction product. The product is: [CH3:23][C@@H:15]1[CH2:14][CH2:13][CH2:12][CH2:11][C@H:10]1[NH:9][C:8]([C@@H:6]1[CH2:7][C@H:5]1[C:3]([OH:2])=[O:4])=[O:17]. (3) Given the reactants [OH:1][C@@H:2]1[CH2:6][CH2:5][N:4]([C:7]2[C:28]([C:29]3[N:33](COCC[Si](C)(C)C)[N:32]=[CH:31][CH:30]=3)=[CH:27][C:10]([C:11]([NH:13][C:14]3[CH:19]=[CH:18][C:17]([C:20]([F:26])([F:25])[C:21]([F:24])([F:23])[F:22])=[CH:16][CH:15]=3)=[O:12])=[CH:9][N:8]=2)[CH2:3]1.C=C.CCCC[N+](CCCC)(CCCC)CCCC.[F-].C1COCC1, predict the reaction product. The product is: [OH:1][C@@H:2]1[CH2:6][CH2:5][N:4]([C:7]2[C:28]([C:29]3[NH:33][N:32]=[CH:31][CH:30]=3)=[CH:27][C:10]([C:11]([NH:13][C:14]3[CH:15]=[CH:16][C:17]([C:20]([F:26])([F:25])[C:21]([F:22])([F:23])[F:24])=[CH:18][CH:19]=3)=[O:12])=[CH:9][N:8]=2)[CH2:3]1. (4) Given the reactants [NH2:1][C:2]1[C:3]([C:31]([O:33]CC)=O)=[N:4][C:5]([NH:17][CH2:18][C@@H:19]2[CH2:23][CH2:22][CH2:21][N:20]2C(OC(C)(C)C)=O)=[N:6][C:7]=1[NH:8][C:9]1[CH:14]=[CH:13][CH:12]=[CH:11][C:10]=1[O:15][CH3:16].C(OC([N:43]1CCC[C@H]1CNC1N=C(C(OCC)=O)C([N+]([O-])=O)=C(NC2C=CC=CC=2OC)N=1)=O)(C)(C)C.[CH2:73]([OH:75])C, predict the reaction product. The product is: [CH3:16][O:15][C:10]1[CH:11]=[CH:12][CH:13]=[CH:14][C:9]=1[N:8]1[C:73](=[O:75])[NH:1][C:2]2[C:7]1=[N:6][C:5]([NH:17][CH2:18][C@@H:19]1[CH2:23][CH2:22][CH2:21][NH:20]1)=[N:4][C:3]=2[C:31]([NH2:43])=[O:33]. (5) The product is: [Br:1][C:2]1[CH:3]=[CH:4][C:5]([CH3:10])=[C:6]([CH:7]([OH:8])[CH3:11])[CH:9]=1. Given the reactants [Br:1][C:2]1[CH:3]=[CH:4][C:5]([CH3:10])=[C:6]([CH:9]=1)[CH:7]=[O:8].[CH3:11][Mg]Cl, predict the reaction product. (6) Given the reactants [CH3:1][O:2][C:3]1[N:8]=[C:7]([C:9]2[CH:10]=[C:11]([OH:15])[CH:12]=[CH:13][CH:14]=2)[CH:6]=[C:5]([NH:16][CH2:17][CH2:18][C:19]2[CH:24]=[CH:23][C:22]([O:25][CH3:26])=[CH:21][CH:20]=2)[N:4]=1.[ClH:27], predict the reaction product. The product is: [ClH:27].[CH3:1][O:2][C:3]1[N:8]=[C:7]([C:9]2[CH:10]=[C:11]([OH:15])[CH:12]=[CH:13][CH:14]=2)[CH:6]=[C:5]([NH:16][CH2:17][CH2:18][C:19]2[CH:20]=[CH:21][C:22]([O:25][CH3:26])=[CH:23][CH:24]=2)[N:4]=1. (7) Given the reactants Br[C:2]1[CH:3]=[C:4]2[C:8](=[CH:9][C:10]=1[S:11]([NH:14][C:15]([C:17]1[CH:22]=[CH:21][C:20]([N:23]3[C:27]([CH3:28])=[C:26]([Cl:29])[C:25]([C:30]([N:32]([CH2:37][CH2:38][CH2:39][CH3:40])[CH2:33][CH2:34][CH2:35][CH3:36])=[O:31])=[N:24]3)=[C:19]([C:41]([N:43]3[CH2:52][CH2:51][C:50]4[C:45](=[CH:46][CH:47]=[CH:48][CH:49]=4)[CH2:44]3)=[O:42])[CH:18]=1)=[O:16])(=[O:13])=[O:12])[N:7]([CH2:53][CH3:54])[CH2:6][CH2:5]2.[CH:55](/B(O)O)=[CH:56]\[CH3:57], predict the reaction product. The product is: [CH2:33]([N:32]([CH2:37][CH2:38][CH2:39][CH3:40])[C:30]([C:25]1[C:26]([Cl:29])=[C:27]([CH3:28])[N:23]([C:20]2[CH:21]=[CH:22][C:17]([C:15](=[O:16])[NH:14][S:11]([C:10]3[CH:9]=[C:8]4[C:4]([CH2:5][CH2:6][N:7]4[CH2:53][CH3:54])=[CH:3][C:2]=3/[CH:55]=[CH:56]/[CH3:57])(=[O:13])=[O:12])=[CH:18][C:19]=2[C:41]([N:43]2[CH2:52][CH2:51][C:50]3[C:45](=[CH:46][CH:47]=[CH:48][CH:49]=3)[CH2:44]2)=[O:42])[N:24]=1)=[O:31])[CH2:34][CH2:35][CH3:36]. (8) Given the reactants Br[C:2]1[CH:3]=[C:4]2[C:10]([C:11]3[CH:16]=[CH:15][CH:14]=[CH:13][C:12]=3[O:17][CH3:18])=[N:9][N:8](COCC[Si](C)(C)C)[C:5]2=[N:6][CH:7]=1.[C:27]([C:30]1[CH:31]=[C:32](B(O)O)[CH:33]=[CH:34][CH:35]=1)([OH:29])=[O:28].ClCCl, predict the reaction product. The product is: [CH3:18][O:17][C:12]1[CH:13]=[CH:14][CH:15]=[CH:16][C:11]=1[C:10]1[C:4]2[C:5](=[N:6][CH:7]=[C:2]([C:34]3[CH:35]=[C:30]([CH:31]=[CH:32][CH:33]=3)[C:27]([OH:29])=[O:28])[CH:3]=2)[NH:8][N:9]=1.